The task is: Predict the reaction yield, written as a fraction of the theoretical maximum amount of product (1.0 means a 100% yield; for example, 0.34 means a 34% yield).. This data is from Reaction yield outcomes from USPTO patents with 853,638 reactions. (1) The reactants are [F:8][C:7]([F:10])([F:9])[C:6](O[C:6](=[O:11])[C:7]([F:10])([F:9])[F:8])=[O:11].[CH3:14][O:15][C:16]1[CH:17]=[C:18]([CH:21]=[CH:22][CH:23]=1)[CH2:19][NH2:20].CN1CCOCC1. The catalyst is C1COCC1.CCOC(C)=O. The product is [F:10][C:7]([F:8])([F:9])[C:6]([NH:20][CH2:19][C:18]1[CH:21]=[CH:22][CH:23]=[C:16]([O:15][CH3:14])[CH:17]=1)=[O:11]. The yield is 0.910. (2) The reactants are C(OC([C:11]1[C:19]([CH3:20])=[C:18]2[C:14]([C:15](CCO)=[CH:16][NH:17]2)=[C:13](Br)[CH:12]=1)=O)C1C=CC=CC=1.[CH2:25]([O:27]C(=O)C(=O)CCC)[CH3:26].B(F)(F)F.O(CC)CC. The catalyst is ClC(Cl)C.[Cl-].[Na+].O. The product is [N:17]1[CH:16]=[CH:15][C:14]2[C:18]=1[C:19]1=[CH:20][CH:26]=[CH:25][O:27][C:11]1=[CH:12][CH:13]=2. The yield is 0.610. (3) The reactants are [C:1]([NH:5][C:6]([C:8]1[C:16]2[C:11](=[N:12][CH:13]=[C:14]([C:17]3[C:25]4[C:20](=[CH:21][CH:22]=[C:23]([O:26][CH:27]([F:29])[F:28])[CH:24]=4)[NH:19][N:18]=3)[N:15]=2)[N:10](COCC[Si](C)(C)C)[CH:9]=1)=[O:7])([CH3:4])([CH3:3])[CH3:2].C(O)(C(F)(F)F)=O. The catalyst is ClCCl. The product is [C:1]([NH:5][C:6]([C:8]1[C:16]2[C:11](=[N:12][CH:13]=[C:14]([C:17]3[C:25]4[C:20](=[CH:21][CH:22]=[C:23]([O:26][CH:27]([F:29])[F:28])[CH:24]=4)[NH:19][N:18]=3)[N:15]=2)[NH:10][CH:9]=1)=[O:7])([CH3:4])([CH3:2])[CH3:3]. The yield is 0.627. (4) The reactants are [CH3:1][C:2]([CH3:17])([CH3:16])[C:3]#[C:4][C:5]1[CH:10]=[C:9]([N+:11]([O-:13])=[O:12])[CH:8]=[CH:7][C:6]=1[NH:14][CH3:15].CCCC[N+](CCCC)(CCCC)CCCC.[F-]. The catalyst is C1COCC1. The product is [C:2]([C:3]1[N:14]([CH3:15])[C:6]2[C:5]([CH:4]=1)=[CH:10][C:9]([N+:11]([O-:13])=[O:12])=[CH:8][CH:7]=2)([CH3:17])([CH3:16])[CH3:1]. The yield is 0.990. (5) The reactants are [C:1]([N:5]1[C:14]2[C:13](=[O:15])[NH:12][CH2:11][C:10]([C:16]3[CH:21]=[CH:20][C:19]([O:22]C)=[CH:18][CH:17]=3)=[N:9][C:8]=2[C:7]([CH:24]([CH3:26])[CH3:25])=[N:6]1)([CH3:4])(C)C.B(Br)(Br)Br.Cl[CH2:32]Cl. No catalyst specified. The product is [C:24]([C:7]1[C:8]2[N:9]=[C:10]([C:16]3[CH:21]=[CH:20][C:19]([OH:22])=[CH:18][CH:17]=3)[CH2:11][NH:12][C:13](=[O:15])[C:14]=2[N:5]([CH2:1][CH3:4])[N:6]=1)([CH3:32])([CH3:26])[CH3:25]. The yield is 0.600. (6) The reactants are N(C(OCC)=O)=NC(OCC)=O.[OH:13][CH:14]1[CH2:19][CH2:18][N:17]([C:20]([O:22][C:23]([CH3:26])([CH3:25])[CH3:24])=[O:21])[CH2:16][CH2:15]1.O[N:28]1[C:36](=[O:37])[C:35]2[C:30](=[CH:31][CH:32]=[CH:33][CH:34]=2)[C:29]1=[O:38].C1(P(C2C=CC=CC=2)C2C=CC=CC=2)C=CC=CC=1. The catalyst is O1CCCC1. The product is [O:38]=[C:29]1[C:30]2[C:35](=[CH:34][CH:33]=[CH:32][CH:31]=2)[C:36](=[O:37])[N:28]1[O:13][CH:14]1[CH2:15][CH2:16][N:17]([C:20]([O:22][C:23]([CH3:26])([CH3:25])[CH3:24])=[O:21])[CH2:18][CH2:19]1. The yield is 0.450.